From a dataset of Peptide-MHC class II binding affinity with 134,281 pairs from IEDB. Regression. Given a peptide amino acid sequence and an MHC pseudo amino acid sequence, predict their binding affinity value. This is MHC class II binding data. (1) The MHC is HLA-DQA10201-DQB10402 with pseudo-sequence HLA-DQA10201-DQB10402. The binding affinity (normalized) is 0.454. The peptide sequence is FKDTSMQKTIPLVAL. (2) The peptide sequence is KVTFLSQVHPSPLLT. The MHC is DRB1_0802 with pseudo-sequence DRB1_0802. The binding affinity (normalized) is 0.401. (3) The peptide sequence is KVRSHAAIGAYLEEQ. The binding affinity (normalized) is 0.502. The MHC is HLA-DQA10501-DQB10302 with pseudo-sequence HLA-DQA10501-DQB10302. (4) The binding affinity (normalized) is 0.820. The peptide sequence is KKDNQVAYLIIGILTLV. The MHC is DRB3_0301 with pseudo-sequence DRB3_0301. (5) The peptide sequence is QNILLSNAPVGPQFP. The MHC is DRB1_0401 with pseudo-sequence DRB1_0401. The binding affinity (normalized) is 0.324. (6) The peptide sequence is KKEEKKESGDAASGA. The binding affinity (normalized) is 0.0424. The MHC is DRB1_1201 with pseudo-sequence DRB1_1201.